From a dataset of Catalyst prediction with 721,799 reactions and 888 catalyst types from USPTO. Predict which catalyst facilitates the given reaction. (1) Reactant: [Br:1][C:2]1[CH:6]=[C:5]([N:7]2[CH2:11][CH2:10][CH2:9][C@@H:8]2[CH2:12][OH:13])[N:4]([CH3:14])[N:3]=1.[CH3:15]N(C)C=O.[H-].[Na+].CI. Product: [Br:1][C:2]1[CH:6]=[C:5]([N:7]2[CH2:11][CH2:10][CH2:9][C@@H:8]2[CH2:12][O:13][CH3:15])[N:4]([CH3:14])[N:3]=1. The catalyst class is: 6. (2) Reactant: [O:1]=[C:2]1[NH:7][N:6]=[C:5]([C:8]2[CH:13]=[CH:12][C:11](C(OC(C)(C)C)=O)=[CH:10][CH:9]=2)[CH:4]=[CH:3]1.O[CH2:22][C:23]1[CH:24]=[C:25]([NH:29][C:30](=[O:34])[O:31][CH2:32][CH3:33])[CH:26]=[CH:27][CH:28]=1.C1(P(C2C=CC=CC=2)C2C=CC=CC=2)C=CC=CC=1.N(C(OCC)=O)=NC(OCC)=[O:57]. Product: [OH:57][C:11]1[CH:10]=[CH:9][C:8]([C:5]2[CH:4]=[CH:3][C:2](=[O:1])[N:7]([CH2:22][C:23]3[CH:24]=[C:25]([NH:29][C:30](=[O:34])[O:31][CH2:32][CH3:33])[CH:26]=[CH:27][CH:28]=3)[N:6]=2)=[CH:13][CH:12]=1. The catalyst class is: 1.